This data is from Forward reaction prediction with 1.9M reactions from USPTO patents (1976-2016). The task is: Predict the product of the given reaction. Given the reactants [N:1]1[C:8]([Cl:9])=[N:7][C:5]([Cl:6])=[N:4][C:2]=1Cl.[C:10]([Mg]Cl)([CH3:13])([CH3:12])[CH3:11].[NH4+].[Cl-], predict the reaction product. The product is: [C:10]([C:2]1[N:4]=[C:5]([Cl:6])[N:7]=[C:8]([Cl:9])[N:1]=1)([CH3:13])([CH3:12])[CH3:11].